From a dataset of Forward reaction prediction with 1.9M reactions from USPTO patents (1976-2016). Predict the product of the given reaction. (1) The product is: [C:1]([O:5][C:6](=[O:7])[NH:8][C:9]1[CH:14]=[CH:13][C:12]([Cl:15])=[CH:11][C:10]=1/[CH:16]=[CH:17]/[C:18]([N:43]1[CH2:44][CH2:45][N:40]([CH2:39][C:38]2[CH:47]=[CH:48][C:35]([F:34])=[CH:36][CH:37]=2)[CH2:41][CH:42]1[CH3:46])=[O:20])([CH3:2])([CH3:3])[CH3:4]. Given the reactants [C:1]([O:5][C:6]([NH:8][C:9]1[CH:14]=[CH:13][C:12]([Cl:15])=[CH:11][C:10]=1/[CH:16]=[CH:17]/[C:18]([OH:20])=O)=[O:7])([CH3:4])([CH3:3])[CH3:2].CCN=C=NCCCN(C)C.Cl.Cl.[F:34][C:35]1[CH:48]=[CH:47][C:38]([CH2:39][N:40]2[CH2:45][CH2:44][NH:43][CH:42]([CH3:46])[CH2:41]2)=[CH:37][CH:36]=1, predict the reaction product. (2) Given the reactants [NH2:1][C:2]1[CH:7]=[C:6]([Br:8])[CH:5]=[CH:4][C:3]=1[NH:9][C:10]([C@@H:12]1[CH2:16][C:15]([F:18])([F:17])[CH2:14][N:13]1[C:19]([O:21][C:22]([CH3:25])([CH3:24])[CH3:23])=[O:20])=O.C([O-])(=O)C.[NH4+].C(O)(=O)C, predict the reaction product. The product is: [Br:8][C:6]1[CH:5]=[CH:4][C:3]2[NH:9][C:10]([C@@H:12]3[CH2:16][C:15]([F:18])([F:17])[CH2:14][N:13]3[C:19]([O:21][C:22]([CH3:25])([CH3:24])[CH3:23])=[O:20])=[N:1][C:2]=2[CH:7]=1. (3) Given the reactants [H-].[Na+].[CH3:3][C:4]1([CH3:11])[O:8][CH:7]([CH2:9][OH:10])[CH2:6][O:5]1.Br[CH2:13][CH2:14][CH2:15][CH2:16][CH2:17][CH2:18][CH2:19][CH2:20][CH2:21][CH2:22][CH2:23][CH2:24][CH2:25][CH2:26][CH2:27][CH3:28], predict the reaction product. The product is: [CH3:3][C:4]1([CH3:11])[O:8][CH:7]([CH2:9][O:10][CH2:28][CH2:27][CH2:26][CH2:25][CH2:24][CH2:23][CH2:22][CH2:21][CH2:20][CH2:19][CH2:18][CH2:17][CH2:16][CH2:15][CH2:14][CH3:13])[CH2:6][O:5]1. (4) Given the reactants N1[C:10]2[C:5](=CC=CC=2)[C:4](N)=NC=1.[CH3:12][S:13](NC1C=CC(B(O)O)=CC=1)(=[O:15])=[O:14].C[N:27](C)[C:28]1[CH:33]=[CH:32][C:31]([C:34]2[N:43]=[C:42]([NH:44][CH2:45][CH:46]([C:52]3[CH:57]=[CH:56][CH:55]=[CH:54][CH:53]=3)[C:47]3N[CH:49]=[CH:50][CH:51]=3)[C:41]3[C:36](=[CH:37][CH:38]=[CH:39][CH:40]=3)[N:35]=2)=[CH:30][CH:29]=1, predict the reaction product. The product is: [C:52]1([CH:46]([CH2:47][C:51]2[CH:10]=[CH:5][CH:4]=[CH:49][CH:50]=2)[CH2:45][NH:44][C:42]2[C:41]3[C:36](=[CH:37][CH:38]=[CH:39][CH:40]=3)[N:35]=[C:34]([C:31]3[CH:30]=[CH:29][C:28]([NH:27][S:13]([CH3:12])(=[O:15])=[O:14])=[CH:33][CH:32]=3)[N:43]=2)[CH:53]=[CH:54][CH:55]=[CH:56][CH:57]=1.